Dataset: Full USPTO retrosynthesis dataset with 1.9M reactions from patents (1976-2016). Task: Predict the reactants needed to synthesize the given product. (1) Given the product [CH2:22]([NH:25][C:19]([C:17]1[CH:16]=[CH:15][C:13]2[N:14]=[C:10]([C:4]3[C:5]([Cl:9])=[CH:6][CH:7]=[CH:8][C:3]=3[Cl:2])[NH:11][C:12]=2[CH:18]=1)=[O:20])[CH2:23][CH3:24], predict the reactants needed to synthesize it. The reactants are: Cl.[Cl:2][C:3]1[CH:8]=[CH:7][CH:6]=[C:5]([Cl:9])[C:4]=1[C:10]1[NH:11][C:12]2[CH:18]=[C:17]([C:19](Cl)=[O:20])[CH:16]=[CH:15][C:13]=2[N:14]=1.[CH2:22]([NH2:25])[CH2:23][CH3:24].CCN(C(C)C)C(C)C.CO. (2) Given the product [Cl:31][C:32]1[CH:37]=[CH:36][C:35]([C:38]2[N:39]([CH2:47][C@H:48]([OH:53])[C:49]([F:51])([F:52])[F:50])[C:40](=[O:46])[N:41]([CH2:43][C:44]3[N:1]=[N:2][N:3]([C:8]4[CH:9]=[CH:10][CH:11]=[CH:12][C:7]=4[C:6]([F:17])([F:16])[F:5])[CH:45]=3)[N:42]=2)=[CH:34][CH:33]=1, predict the reactants needed to synthesize it. The reactants are: [N-:1]=[N+:2]=[N-:3].[Na+].[F:5][C:6]([F:17])([F:16])[C:7]1[CH:12]=[CH:11][CH:10]=[CH:9][C:8]=1B(O)O.[Na].O=C1O[C@H]([C@H](CO)O)C(O)=C1O.[Cl:31][C:32]1[CH:37]=[CH:36][C:35]([C:38]2[N:39]([CH2:47][C@H:48]([OH:53])[C:49]([F:52])([F:51])[F:50])[C:40](=[O:46])[N:41]([CH2:43][C:44]#[CH:45])[N:42]=2)=[CH:34][CH:33]=1. (3) Given the product [C:27]1([C:25]2[CH:26]=[C:22]([CH2:21][O:20][C:16]3[CH:15]=[C:14]4[C:19](=[CH:18][CH:17]=3)[N:11]([C:9]([NH:8][CH2:7][CH2:6][CH2:5][C:4]([OH:37])=[O:3])=[O:10])[CH2:12][CH2:13]4)[S:23][C:24]=2[C:33]([F:36])([F:34])[F:35])[CH:32]=[CH:31][CH:30]=[CH:29][CH:28]=1, predict the reactants needed to synthesize it. The reactants are: C([O:3][C:4](=[O:37])[CH2:5][CH2:6][CH2:7][NH:8][C:9]([N:11]1[C:19]2[C:14](=[CH:15][C:16]([O:20][CH2:21][C:22]3[S:23][C:24]([C:33]([F:36])([F:35])[F:34])=[C:25]([C:27]4[CH:32]=[CH:31][CH:30]=[CH:29][CH:28]=4)[CH:26]=3)=[CH:17][CH:18]=2)[CH2:13][CH2:12]1)=[O:10])C. (4) Given the product [CH3:22][O:8][CH:7]([O:32][CH3:29])[C:6]1[N:5]([CH3:9])[N:4]=[CH:3][C:2]=1[I:1], predict the reactants needed to synthesize it. The reactants are: [I:1][C:2]1[CH:3]=[N:4][N:5]([CH3:9])[C:6]=1[CH:7]=[O:8].O.C1(C)C=CC(S(O)(=O)=O)=CC=1.[C:22]1(C)C=CC=CC=1.[C:29](=[O:32])([O-])O.[Na+]. (5) Given the product [CH2:3]([O:10][C:11]1[CH:12]=[CH:13][C:14]([C:17](=[O:19])[CH2:18][C:20]([O:21][CH3:22])=[O:23])=[CH:15][CH:16]=1)[C:4]1[CH:5]=[CH:6][CH:7]=[CH:8][CH:9]=1, predict the reactants needed to synthesize it. The reactants are: [H-].[Na+].[CH2:3]([O:10][C:11]1[CH:16]=[CH:15][C:14]([C:17](=[O:19])[CH3:18])=[CH:13][CH:12]=1)[C:4]1[CH:9]=[CH:8][CH:7]=[CH:6][CH:5]=1.[C:20](=O)([O:23]C)[O:21][CH3:22]. (6) The reactants are: [CH:1]1([C:7]2[N:12]3[N:13]=[CH:14][C:15]([C:16]#[N:17])=[C:11]3[N:10]=[CH:9][C:8]=2[C:18]2[CH:23]=[CH:22][C:21]([OH:24])=[CH:20][CH:19]=2)[CH2:6][CH2:5][CH2:4][CH2:3][CH2:2]1.[CH3:25][O:26][C:27]([C:29]1[CH:34]=[CH:33][C:32]([C:35]2[CH:40]=[CH:39][C:38]([Cl:41])=[CH:37][CH:36]=2)=[C:31]([CH2:42]Br)[CH:30]=1)=[O:28].C(=O)([O-])[O-].[Cs+].[Cs+]. Given the product [CH3:25][O:26][C:27]([C:29]1[CH:34]=[CH:33][C:32]([C:35]2[CH:40]=[CH:39][C:38]([Cl:41])=[CH:37][CH:36]=2)=[C:31]([CH2:42][O:24][C:21]2[CH:20]=[CH:19][C:18]([C:8]3[CH:9]=[N:10][C:11]4[N:12]([N:13]=[CH:14][C:15]=4[C:16]#[N:17])[C:7]=3[CH:1]3[CH2:2][CH2:3][CH2:4][CH2:5][CH2:6]3)=[CH:23][CH:22]=2)[CH:30]=1)=[O:28], predict the reactants needed to synthesize it. (7) Given the product [OH:36][CH:34]([C:29]1[CH:30]=[N:31][C:32]2[C:27]([CH:28]=1)=[CH:26][CH:25]=[C:24]([NH:23][C:9](=[O:11])[C:8]1[CH:12]=[CH:13][C:5](/[CH:4]=[CH:3]/[C:2]([F:1])([F:16])[F:15])=[CH:6][C:7]=1[CH3:14])[CH:33]=2)[CH3:35], predict the reactants needed to synthesize it. The reactants are: [F:1][C:2]([F:16])([F:15])/[CH:3]=[CH:4]/[C:5]1[CH:13]=[CH:12][C:8]([C:9]([OH:11])=O)=[C:7]([CH3:14])[CH:6]=1.C(Cl)(=O)C(Cl)=O.[NH2:23][C:24]1[CH:33]=[C:32]2[C:27]([CH:28]=[C:29]([CH:34]([OH:36])[CH3:35])[CH:30]=[N:31]2)=[CH:26][CH:25]=1.